The task is: Predict which catalyst facilitates the given reaction.. This data is from Catalyst prediction with 721,799 reactions and 888 catalyst types from USPTO. (1) Reactant: [F:1][CH:2]([F:41])[N:3]1[C:7]2[C:8]([O:22][C@@H:23]([C@H:25]3[CH2:29][N:28]([C@@H](C4C=CC(OC)=CC=4)C)[C:27](=[O:40])[CH2:26]3)[CH3:24])=[N:9][C:10]([C:12]3[CH:17]=[CH:16][C:15]([O:18][CH3:19])=[C:14]([O:20][CH3:21])[CH:13]=3)=[CH:11][C:6]=2[N:5]=[CH:4]1. Product: [F:41][CH:2]([F:1])[N:3]1[C:7]2[C:8]([O:22][C@@H:23]([C@H:25]3[CH2:29][NH:28][C:27](=[O:40])[CH2:26]3)[CH3:24])=[N:9][C:10]([C:12]3[CH:17]=[CH:16][C:15]([O:18][CH3:19])=[C:14]([O:20][CH3:21])[CH:13]=3)=[CH:11][C:6]=2[N:5]=[CH:4]1. The catalyst class is: 67. (2) Reactant: [OH-].[Na+].[OH:3][C:4]1[C:5]([C:23]([O:25]C)=[O:24])=[N:6][C:7]([N:14]2[CH2:19][CH2:18][CH2:17][N:16]([CH3:20])[S:15]2(=[O:22])=[O:21])=[C:8]2[C:13]=1[N:12]=[CH:11][CH:10]=[CH:9]2.Cl. Product: [OH:3][C:4]1[C:5]([C:23]([OH:25])=[O:24])=[N:6][C:7]([N:14]2[CH2:19][CH2:18][CH2:17][N:16]([CH3:20])[S:15]2(=[O:22])=[O:21])=[C:8]2[C:13]=1[N:12]=[CH:11][CH:10]=[CH:9]2. The catalyst class is: 38.